This data is from Catalyst prediction with 721,799 reactions and 888 catalyst types from USPTO. The task is: Predict which catalyst facilitates the given reaction. (1) Reactant: [C:1]([O:6][CH2:7][CH3:8])(=[O:5])[C:2]([CH3:4])=O.Cl.[CH2:10]([C:12]1[CH:17]=[CH:16][C:15]([NH:18][NH2:19])=[CH:14][CH:13]=1)[CH3:11]. Product: [CH2:10]([C:12]1[CH:17]=[CH:16][C:15]([NH:18][N:19]=[C:2]([CH3:4])[C:1]([O:6][CH2:7][CH3:8])=[O:5])=[CH:14][CH:13]=1)[CH3:11]. The catalyst class is: 8. (2) Reactant: ClC1C=CC(N2C([CH:17]([CH:21]3[CH2:26][CH2:25][CH2:24][CH2:23][CH2:22]3)[C:18]([OH:20])=[O:19])=C3C(CCCC3)=N2)=CC=1.N1C=CC=CC=1.FC(F)(F)C(O[C:38]1[C:43]([F:44])=[C:42]([F:45])[C:41]([F:46])=[C:40]([F:47])[C:39]=1[F:48])=O.C1COCC1.CS(C)=O. Product: [F:44][C:43]1[C:38]([O:20][C:18](=[O:19])[CH2:17][CH:21]2[CH2:22][CH2:23][CH2:24][CH2:25][CH2:26]2)=[C:39]([F:48])[C:40]([F:47])=[C:41]([F:46])[C:42]=1[F:45]. The catalyst class is: 3. (3) Reactant: [CH:1]1([C:7]([O:9][CH:10]([N:12]2[C:16]3[CH:17]=[CH:18][CH:19]=[CH:20][C:15]=3[N:14]=[C:13]2[S:21][CH2:22][C:23]2[C:28]([CH3:29])=[C:27]([O:30][CH2:31][C:32]([F:35])([F:34])[F:33])[CH:26]=[CH:25][N:24]=2)[CH3:11])=[O:8])[CH2:6][CH2:5][CH2:4][CH2:3][CH2:2]1.ClC1C=C(C=CC=1)C(OO)=[O:41].C(OCC)(=O)C. Product: [CH:1]1([C:7]([O:9][CH:10]([N:12]2[C:16]3[CH:17]=[CH:18][CH:19]=[CH:20][C:15]=3[N:14]=[C:13]2[S:21]([CH2:22][C:23]2[C:28]([CH3:29])=[C:27]([O:30][CH2:31][C:32]([F:35])([F:34])[F:33])[CH:26]=[CH:25][N:24]=2)=[O:41])[CH3:11])=[O:8])[CH2:6][CH2:5][CH2:4][CH2:3][CH2:2]1. The catalyst class is: 11. (4) Reactant: Cl[C:2]1[CH:7]=[C:6]([Cl:8])[N:5]=[CH:4][N:3]=1.[NH2:9][C@H:10]1[CH2:15][CH2:14][C@H:13]([NH:16][C:17](=[O:23])[O:18][C:19]([CH3:22])([CH3:21])[CH3:20])[CH2:12][CH2:11]1.C(N(CC)C(C)C)(C)C. Product: [Cl:8][C:6]1[N:5]=[CH:4][N:3]=[C:2]([NH:9][C@H:10]2[CH2:15][CH2:14][C@H:13]([NH:16][C:17](=[O:23])[O:18][C:19]([CH3:21])([CH3:20])[CH3:22])[CH2:12][CH2:11]2)[CH:7]=1. The catalyst class is: 5. (5) Reactant: [NH2:1][C@@H:2]1[CH2:11][C@@H:10]2[C@:5]([CH3:14])([CH2:6][CH2:7][CH2:8][C:9]2([CH3:13])[CH3:12])[C@@H:4]([C:15]([C:17]2[CH:18]=[C:19]([OH:24])[CH:20]=[C:21]([OH:23])[CH:22]=2)=[O:16])[C@@H:3]1[CH3:25].[CH2:26]([N:28]=[C:29]=[O:30])[CH3:27]. Product: [OH:24][C:19]1[CH:18]=[C:17]([C:15]([C@@H:4]2[C@:5]3([CH3:14])[C@H:10]([C:9]([CH3:13])([CH3:12])[CH2:8][CH2:7][CH2:6]3)[CH2:11][C@@H:2]([NH:1][C:29]([NH:28][CH2:26][CH3:27])=[O:30])[C@H:3]2[CH3:25])=[O:16])[CH:22]=[C:21]([OH:23])[CH:20]=1. The catalyst class is: 1. (6) Reactant: [F:1][C:2]1[CH:3]=[CH:4][C:5]([O:31]C)=[C:6]([C:8]2([CH2:11][C:12]([C:27]([F:30])([F:29])[F:28])([OH:26])[CH2:13][NH:14][C:15]3[CH:24]=[CH:23][CH:22]=[C:21]4[C:16]=3[CH:17]=[CH:18][C:19]([CH3:25])=[N:20]4)[CH2:10][CH2:9]2)[CH:7]=1.B(Br)(Br)Br. Product: [F:1][C:2]1[CH:3]=[CH:4][C:5]([OH:31])=[C:6]([C:8]2([CH2:11][C:12]([C:27]([F:28])([F:29])[F:30])([OH:26])[CH2:13][NH:14][C:15]3[CH:24]=[CH:23][CH:22]=[C:21]4[C:16]=3[CH:17]=[CH:18][C:19]([CH3:25])=[N:20]4)[CH2:9][CH2:10]2)[CH:7]=1. The catalyst class is: 4. (7) Product: [Cl:1][C:2]1[C:7]([C:8]2[O:9][C:10]3[CH:16]=[CH:15][CH:14]=[CH:13][C:11]=3[N:12]=2)=[CH:6][C:5]([NH2:17])=[C:4]([NH:20][CH:21]2[CH2:26][CH2:25][O:24][CH2:23][CH2:22]2)[CH:3]=1. Reactant: [Cl:1][C:2]1[C:7]([C:8]2[O:9][C:10]3[CH:16]=[CH:15][CH:14]=[CH:13][C:11]=3[N:12]=2)=[CH:6][C:5]([N+:17]([O-])=O)=[C:4]([NH:20][CH:21]2[CH2:26][CH2:25][O:24][CH2:23][CH2:22]2)[CH:3]=1. The catalyst class is: 770.